From a dataset of Reaction yield outcomes from USPTO patents with 853,638 reactions. Predict the reaction yield, written as a fraction of the theoretical maximum amount of product (1.0 means a 100% yield; for example, 0.34 means a 34% yield). (1) The reactants are [OH:1][C:2]1[CH:9]=[CH:8][C:5]([C:6]#[N:7])=[CH:4][CH:3]=1.O[CH2:11][CH2:12][CH2:13][CH2:14][CH2:15][CH2:16][O:17][C:18]1[C:27]2[C:22](=[CH:23][CH:24]=[CH:25][CH:26]=2)[C:21](=[O:28])[C:20](=[O:29])[CH:19]=1.C1C=CC(P(C2C=CC=CC=2)C2C=CC=CC=2)=CC=1.CCOC(/N=N/C(OCC)=O)=O. The catalyst is O1CCOCC1. The product is [C:6]([C:5]1[CH:8]=[CH:9][C:2]([O:1][CH2:11][CH2:12][CH2:13][CH2:14][CH2:15][CH2:16][O:17][C:18]2[C:27]3[C:22](=[CH:23][CH:24]=[CH:25][CH:26]=3)[C:21](=[O:28])[C:20](=[O:29])[CH:19]=2)=[CH:3][CH:4]=1)#[N:7]. The yield is 0.530. (2) The reactants are Br[C:2]1[CH:3]=[C:4]([CH2:8][CH2:9][OH:10])[CH:5]=[CH:6][CH:7]=1.CN(C)CCN(C)C.C([Li])CCC.CN(C)[CH:26]=[O:27]. The catalyst is C(OCC)C. The product is [OH:10][CH2:9][CH2:8][C:4]1[CH:3]=[C:2]([CH:7]=[CH:6][CH:5]=1)[CH:26]=[O:27]. The yield is 0.880. (3) The reactants are [CH2:1]([O:4][C:5]1([CH3:51])[CH2:10][CH2:9][N:8]([C:11]2[N:16]3[CH:17]=[C:18]([C:20]4[CH:21]=[C:22]([C:26]5[C:31]([O:32][C@H:33]([CH2:35][CH:36]=[CH2:37])[CH3:34])=[CH:30][C:29]([F:38])=[CH:28][C:27]=5[F:39])[CH:23]=[CH:24][CH:25]=4)[N:19]=[C:15]3[CH:14]=[C:13]([CH3:40])[C:12]=2[C@H:41]([O:46][C:47]([CH3:50])([CH3:49])[CH3:48])[C:42]([O:44][CH3:45])=[O:43])[CH2:7][CH2:6]1)C=C.C(O[C@@H](C1C(C)=CC2=NC3=CN2C=1N1CCC(C)(OCC=CC[C@H](C)OC2C=C(F)C=CC=2C2C=C3C=CC=2)CC1)C(OC)=O)(C)(C)C. No catalyst specified. The product is [C:47]([O:46][C@@H:41]([C:12]1[C:13]([CH3:40])=[CH:14][C:15]2=[N:19][C:18]3=[CH:17][N:16]2[C:11]=1[N:8]1[CH2:7][CH2:6][C:5]([CH3:51])([O:4][CH2:1][CH:37]=[CH:36][CH2:35][C@H:33]([CH3:34])[O:32][C:31]2[CH:30]=[C:29]([F:38])[CH:28]=[C:27]([F:39])[C:26]=2[C:22]2[CH:21]=[C:20]3[CH:25]=[CH:24][CH:23]=2)[CH2:10][CH2:9]1)[C:42]([O:44][CH3:45])=[O:43])([CH3:49])([CH3:50])[CH3:48]. The yield is 0.650. (4) The reactants are [N:1]1[CH:6]=[CH:5][CH:4]=[C:3]([C:7]2[C:8]3[CH:15]=[CH:14][C:13]([OH:16])=[CH:12][C:9]=3[S:10][CH:11]=2)[CH:2]=1.[CH2:17](I)[CH:18]([CH3:20])[CH3:19].C(=O)([O-])[O-].[K+].[K+]. The catalyst is CN(C=O)C.C(OCC)(=O)C. The product is [CH2:17]([O:16][C:13]1[CH:14]=[CH:15][C:8]2[C:7]([C:3]3[CH:2]=[N:1][CH:6]=[CH:5][CH:4]=3)=[CH:11][S:10][C:9]=2[CH:12]=1)[CH:18]([CH3:20])[CH3:19]. The yield is 0.500. (5) The reactants are [CH2:1]([O:4][CH2:5][CH2:6][C:7]1[CH:61]=[CH:60][C:10]([CH2:11][C:12]2[CH:13]=[C:14]([C@@:19]3(OC)[C@H:24]([O:25][CH2:26][C:27]4[CH:32]=[CH:31][CH:30]=[CH:29][CH:28]=4)[C@@H:23]([O:33][CH2:34][C:35]4[CH:40]=[CH:39][CH:38]=[CH:37][CH:36]=4)[C@H:22]([O:41][CH2:42][C:43]4[CH:48]=[CH:47][CH:46]=[CH:45][CH:44]=4)[C@@H:21]([CH2:49][O:50][CH2:51][C:52]4[CH:57]=[CH:56][CH:55]=[CH:54][CH:53]=4)[O:20]3)[CH:15]=[CH:16][C:17]=2[Cl:18])=[CH:9][CH:8]=1)[CH:2]=[CH2:3].C([SiH](CC)CC)C.B(F)(F)F.O. The catalyst is C(Cl)Cl. The product is [CH2:1]([O:4][CH2:5][CH2:6][C:7]1[CH:8]=[CH:9][C:10]([CH2:11][C:12]2[CH:13]=[C:14]([C@H:19]3[C@H:24]([O:25][CH2:26][C:27]4[CH:32]=[CH:31][CH:30]=[CH:29][CH:28]=4)[C@@H:23]([O:33][CH2:34][C:35]4[CH:36]=[CH:37][CH:38]=[CH:39][CH:40]=4)[C@H:22]([O:41][CH2:42][C:43]4[CH:44]=[CH:45][CH:46]=[CH:47][CH:48]=4)[C@@H:21]([CH2:49][O:50][CH2:51][C:52]4[CH:57]=[CH:56][CH:55]=[CH:54][CH:53]=4)[O:20]3)[CH:15]=[CH:16][C:17]=2[Cl:18])=[CH:60][CH:61]=1)[CH:2]=[CH2:3]. The yield is 0.600. (6) The yield is 0.790. The product is [CH3:29][C:28]([N:1]1[CH:5]=[C:4]([C:6]2[CH:11]=[CH:10][N:9]=[C:8]3[N:12]([CH2:15][O:16][CH2:17][CH2:18][Si:19]([CH3:22])([CH3:21])[CH3:20])[CH:13]=[CH:14][C:7]=23)[CH:3]=[N:2]1)([CH3:30])[CH2:27][C:26]([O:25][CH2:23][CH3:24])=[O:31]. The reactants are [NH:1]1[CH:5]=[C:4]([C:6]2[CH:11]=[CH:10][N:9]=[C:8]3[N:12]([CH2:15][O:16][CH2:17][CH2:18][Si:19]([CH3:22])([CH3:21])[CH3:20])[CH:13]=[CH:14][C:7]=23)[CH:3]=[N:2]1.[CH2:23]([O:25][C:26](=[O:31])[CH:27]=[C:28]([CH3:30])[CH3:29])[CH3:24].C(=O)([O-])[O-].[Cs+].[Cs+]. The catalyst is CN(C=O)C.O.